From a dataset of Catalyst prediction with 721,799 reactions and 888 catalyst types from USPTO. Predict which catalyst facilitates the given reaction. (1) Reactant: [C:1]1([C:7]([OH:12])([CH2:9][CH:10]=C)[CH3:8])[CH:6]=[CH:5][CH:4]=[CH:3][CH:2]=1.[O:13]=[O+][O-].[BH4-].[Na+]. Product: [C:1]1([C:7]([OH:12])([CH3:8])[CH2:9][CH2:10][OH:13])[CH:6]=[CH:5][CH:4]=[CH:3][CH:2]=1. The catalyst class is: 2. (2) Reactant: C([O-])=O.[NH4+].[CH3:5][N:6]1[C:12]2[CH:13]=[CH:14][C:15]([N+:21]([O-])=O)=[C:16]([O:17][CH:18]([CH3:20])[CH3:19])[C:11]=2[CH2:10][CH2:9][CH2:8][C:7]1=[O:24]. Product: [NH2:21][C:15]1[CH:14]=[CH:13][C:12]2[N:6]([CH3:5])[C:7](=[O:24])[CH2:8][CH2:9][CH2:10][C:11]=2[C:16]=1[O:17][CH:18]([CH3:20])[CH3:19]. The catalyst class is: 19. (3) Reactant: [CH3:1][C:2]1[N:6]([CH2:7][C:8]([N:10]2[CH2:15][CH2:14][CH:13]([C:16]([O:18]CC)=[O:17])[CH2:12][CH2:11]2)=[O:9])[N:5]=[C:4]([C:21]([F:24])([F:23])[F:22])[CH:3]=1.[OH-].[Na+].Cl. Product: [CH3:1][C:2]1[N:6]([CH2:7][C:8]([N:10]2[CH2:15][CH2:14][CH:13]([C:16]([OH:18])=[O:17])[CH2:12][CH2:11]2)=[O:9])[N:5]=[C:4]([C:21]([F:24])([F:22])[F:23])[CH:3]=1. The catalyst class is: 5. (4) Reactant: [F:1][C:2]1[CH:7]=[CH:6][C:5]([CH2:8][C:9]([OH:11])=O)=[CH:4][CH:3]=1.CN(C(ON1N=NC2C=CC=CC1=2)=[N+](C)C)C.[B-](F)(F)(F)F.CCN(C(C)C)C(C)C.[NH2:43][S:44]([CH:47]1[CH2:52][CH2:51][N:50]([C:53]2[C:63]([C:64]#[N:65])=[CH:62][C:56]([C:57]([O:59][CH2:60][CH3:61])=[O:58])=[C:55]([CH3:66])[N:54]=2)[CH2:49][CH2:48]1)(=[O:46])=[O:45].C([O-])(O)=O.[Na+]. Product: [C:64]([C:63]1[C:53]([N:50]2[CH2:49][CH2:48][CH:47]([S:44]([NH:43][C:9](=[O:11])[CH2:8][C:5]3[CH:4]=[CH:3][C:2]([F:1])=[CH:7][CH:6]=3)(=[O:45])=[O:46])[CH2:52][CH2:51]2)=[N:54][C:55]([CH3:66])=[C:56]([CH:62]=1)[C:57]([O:59][CH2:60][CH3:61])=[O:58])#[N:65]. The catalyst class is: 64. (5) Reactant: Cl[C:2]1[N:7]=[C:6]([NH:8][C:9]2[CH:14]=[CH:13][C:12]([F:15])=[C:11]([CH3:16])[CH:10]=2)[CH:5]=[CH:4][N:3]=1.[NH2:17][C:18]1[CH:27]=[CH:26][C:21]([C:22]([O:24][CH3:25])=[O:23])=[CH:20][CH:19]=1. Product: [CH3:25][O:24][C:22](=[O:23])[C:21]1[CH:26]=[CH:27][C:18]([NH:17][C:2]2[N:7]=[C:6]([NH:8][C:9]3[CH:14]=[CH:13][C:12]([F:15])=[C:11]([CH3:16])[CH:10]=3)[CH:5]=[CH:4][N:3]=2)=[CH:19][CH:20]=1. The catalyst class is: 51. (6) Reactant: [Br:1][C:2]1[CH:7]=[CH:6][N:5]=[C:4]([C@@H:8]([NH:11]S(C(C)(C)C)=O)[CH2:9][CH3:10])[CH:3]=1.CCC(C)[BH-](C(C)CC)C(C)CC.[Li+].[BH4-].[Li+]. Product: [Br:1][C:2]1[CH:7]=[CH:6][N:5]=[C:4]([C@@H:8]([NH2:11])[CH2:9][CH3:10])[CH:3]=1. The catalyst class is: 1. (7) Product: [C:2]1([S:8]([N:11]2[C:23]3[CH2:22][N:21]([CH2:24][CH:25]([CH:34]4[CH2:35][CH2:36][C:37]([N:47]([CH3:49])[CH3:48])([C:40]5[CH:45]=[CH:44][CH:43]=[C:42]([F:46])[CH:41]=5)[CH2:38][CH2:39]4)[OH:26])[CH2:20][CH2:19][C:18]=3[C:17]3[C:12]2=[CH:13][CH:14]=[CH:15][CH:16]=3)(=[O:9])=[O:10])[CH:3]=[CH:4][CH:5]=[CH:6][CH:7]=1. Reactant: Cl.[C:2]1([S:8]([N:11]2[C:23]3[CH2:22][N:21]([CH2:24][CH:25]([CH:34]4[CH2:39][CH2:38][C:37]([N:47]([CH3:49])[CH3:48])([C:40]5[CH:45]=[CH:44][CH:43]=[C:42]([F:46])[CH:41]=5)[CH2:36][CH2:35]4)[O:26][Si](C(C)(C)C)(C)C)[CH2:20][CH2:19][C:18]=3[C:17]3[C:12]2=[CH:13][CH:14]=[CH:15][CH:16]=3)(=[O:10])=[O:9])[CH:7]=[CH:6][CH:5]=[CH:4][CH:3]=1.[OH-].[Na+]. The catalyst class is: 7. (8) Reactant: [C:1]([O:5][C:6]([N:8]([CH2:26][C:27]([O:29][C:30]([CH3:33])([CH3:32])[CH3:31])=[O:28])[C:9]1[CH:14]=[CH:13][CH:12]=[C:11]([CH2:15][NH:16][S:17]([C:20]2[CH:25]=[CH:24][CH:23]=[CH:22][N:21]=2)(=[O:19])=[O:18])[N:10]=1)=[O:7])([CH3:4])([CH3:3])[CH3:2].[CH3:34][C:35]([C:41]1[CH:48]=[CH:47][C:44]([CH2:45]O)=[CH:43][CH:42]=1)([CH3:40])[CH2:36][CH2:37][CH2:38][CH3:39].C(P(CCCC)CCCC)CCC.CN(C)C(N=NC(N(C)C)=O)=O. Product: [C:1]([O:5][C:6]([N:8]([CH2:26][C:27]([O:29][C:30]([CH3:33])([CH3:32])[CH3:31])=[O:28])[C:9]1[CH:14]=[CH:13][CH:12]=[C:11]([CH:15]([CH2:45][C:44]2[CH:47]=[CH:48][C:41]([C:35]([CH3:34])([CH3:40])[CH2:36][CH2:37][CH2:38][CH3:39])=[CH:42][CH:43]=2)[NH:16][S:17]([C:20]2[CH:25]=[CH:24][CH:23]=[CH:22][N:21]=2)(=[O:19])=[O:18])[N:10]=1)=[O:7])([CH3:4])([CH3:3])[CH3:2]. The catalyst class is: 132. (9) Reactant: C(I)C=C.[C:5]([O:9][C:10]([N:12]1[C:20]2[C:15](=[CH:16][C:17]([C:21]([C:23]3([CH2:28][CH:29]=[CH2:30])[CH2:27][CH2:26][NH:25][CH2:24]3)=[O:22])=[CH:18][CH:19]=2)[CH:14]=[N:13]1)=[O:11])([CH3:8])([CH3:7])[CH3:6]. Product: [C:5]([O:9][C:10]([N:12]1[C:20]2[C:15](=[CH:16][C:17]([C:21]([C:23]3([CH2:28][CH:29]=[CH2:30])[CH2:27][CH2:26][NH:25][CH2:24]3)=[O:22])=[CH:18][CH:19]=2)[CH:14]=[N:13]1)=[O:11])([CH3:8])([CH3:7])[CH3:6].[C:5]([O:9][C:10]([N:12]1[C:20]2[C:15](=[CH:16][C:17]([CH:21]([OH:22])[C:23]3([CH2:28][CH2:29][CH3:30])[CH2:27][CH2:26][NH:25][CH2:24]3)=[CH:18][CH:19]=2)[CH:14]=[N:13]1)=[O:11])([CH3:8])([CH3:7])[CH3:6]. The catalyst class is: 19.